From a dataset of Full USPTO retrosynthesis dataset with 1.9M reactions from patents (1976-2016). Predict the reactants needed to synthesize the given product. (1) Given the product [Br:7][C:8]1[CH:9]=[C:10]([S:15][CH:17]([C:22](=[O:25])[CH2:23][CH3:24])[C:18](=[O:21])[CH2:19][CH3:20])[CH:11]=[C:12]([Br:14])[CH:13]=1, predict the reactants needed to synthesize it. The reactants are: C(=O)([O-])[O-].[K+].[K+].[Br:7][C:8]1[CH:9]=[C:10]([SH:15])[CH:11]=[C:12]([Br:14])[CH:13]=1.Cl[CH:17]([C:22](=[O:25])[CH2:23][CH3:24])[C:18](=[O:21])[CH2:19][CH3:20]. (2) Given the product [Cl:13][C:14]1[CH:15]=[C:16]([CH2:17][N:18]([C:19]2[CH:20]=[CH:21][C:22]([C:23]#[N:24])=[CH:25][CH:26]=2)[N:27]2[CH:31]=[N:30][N:29]=[CH:28]2)[CH:32]=[C:33]([O:36][CH3:37])[C:34]=1[O:35][S:1](=[O:4])(=[O:3])[NH2:2], predict the reactants needed to synthesize it. The reactants are: [S:1](Cl)(=[O:4])(=[O:3])[NH2:2].C1(C)C=CC=CC=1.[Cl:13][C:14]1[CH:15]=[C:16]([CH:32]=[C:33]([O:36][CH3:37])[C:34]=1[OH:35])[CH2:17][N:18]([N:27]1[CH:31]=[N:30][N:29]=[CH:28]1)[C:19]1[CH:26]=[CH:25][C:22]([C:23]#[N:24])=[CH:21][CH:20]=1. (3) Given the product [CH3:29][Si:2]([CH3:1])([C:25]([CH3:28])([CH3:27])[CH3:26])[O:3][CH2:4][C:5]1[CH:10]=[C:9]([N:11]2[CH2:16][CH2:15][O:14][CH2:13][C@@H:12]2[CH3:17])[N:8]=[C:7]([C:18]2[CH:19]=[CH:20][C:21]([NH:22][C:33]([NH:32][CH2:30][CH3:31])=[O:34])=[CH:23][CH:24]=2)[N:6]=1, predict the reactants needed to synthesize it. The reactants are: [CH3:1][Si:2]([CH3:29])([C:25]([CH3:28])([CH3:27])[CH3:26])[O:3][CH2:4][C:5]1[CH:10]=[C:9]([N:11]2[CH2:16][CH2:15][O:14][CH2:13][C@@H:12]2[CH3:17])[N:8]=[C:7]([C:18]2[CH:24]=[CH:23][C:21]([NH2:22])=[CH:20][CH:19]=2)[N:6]=1.[CH2:30]([N:32]=[C:33]=[O:34])[CH3:31]. (4) Given the product [CH3:1][C:2]1[C:23]([N:24]2[C:28]3[CH:29]=[CH:30][CH:31]=[CH:32][C:27]=3[N:26]=[C:25]2[CH3:33])=[CH:22][CH:21]=[CH:20][C:3]=1[CH2:4][NH:5][C:6]1[CH:19]=[CH:18][C:9]2[C@H:10]([CH2:13][C:14]([OH:16])=[O:15])[CH2:11][O:12][C:8]=2[CH:7]=1, predict the reactants needed to synthesize it. The reactants are: [CH3:1][C:2]1[C:23]([N:24]2[C:28]3[CH:29]=[CH:30][CH:31]=[CH:32][C:27]=3[N:26]=[C:25]2[CH3:33])=[CH:22][CH:21]=[CH:20][C:3]=1[CH2:4][NH:5][C:6]1[CH:19]=[CH:18][C:9]2[C@H:10]([CH2:13][C:14]([O:16]C)=[O:15])[CH2:11][O:12][C:8]=2[CH:7]=1.[OH-].[Na+]. (5) Given the product [OH:26][CH2:27][C:28]1([NH:29][CH:30]=[C:3]([C:2](=[O:1])[C:9]2[CH:14]=[C:13]([F:15])[C:12]([F:16])=[C:11]([F:17])[C:10]=2[F:18])[C:4]([O:6][CH2:7][CH3:8])=[O:5])[CH2:36][CH2:35]1, predict the reactants needed to synthesize it. The reactants are: [O:1]=[C:2]([C:9]1[CH:14]=[C:13]([F:15])[C:12]([F:16])=[C:11]([F:17])[C:10]=1[F:18])[CH2:3][C:4]([O:6][CH2:7][CH3:8])=[O:5].C([O:26][CH2:27][CH3:28])(OCC)OCC.[NH2:29][CH:30](C1CC1)O.[C:35](OC(=O)C)(=O)[CH3:36]. (6) Given the product [C:1]([O:5][C:6](=[O:7])[NH:8][C@:9]1([C:14]([NH:46][S:43]([C:38]2[CH:39]=[CH:40][CH:41]=[CH:42][C:37]=2[O:36][CH2:29][CH2:30][CH2:31][CH2:32][CH2:33][CH:34]=[CH2:35])(=[O:44])=[O:45])=[O:16])[CH2:11][C@H:10]1[CH:12]=[CH2:13])([CH3:2])([CH3:3])[CH3:4], predict the reactants needed to synthesize it. The reactants are: [C:1]([O:5][C:6]([NH:8][C@:9]1([C:14]([OH:16])=O)[CH2:11][C@H:10]1[CH:12]=[CH2:13])=[O:7])([CH3:4])([CH3:3])[CH3:2].C1N=CN(C(N2C=NC=C2)=O)C=1.[CH2:29]([O:36][C:37]1[CH:42]=[CH:41][CH:40]=[CH:39][C:38]=1[S:43]([NH2:46])(=[O:45])=[O:44])[CH2:30][CH2:31][CH2:32][CH2:33][CH:34]=[CH2:35].C1CCN2C(=NCCC2)CC1.Cl. (7) Given the product [NH2:29][C:26]1[N:25]=[CH:24][C:23]([C:12]2[N:13]=[C:14]([N:17]3[CH2:22][CH2:21][O:20][CH2:19][CH2:18]3)[C:15]3[S:16][C:8]([C:6]4[CH:5]=[CH:4][N:3]=[C:2]([N:30]5[CH2:35][CH2:34][CH2:33][CH:32]([OH:36])[CH2:31]5)[CH:7]=4)=[CH:9][C:10]=3[N:11]=2)=[CH:28][N:27]=1, predict the reactants needed to synthesize it. The reactants are: F[C:2]1[CH:7]=[C:6]([C:8]2[S:16][C:15]3[C:14]([N:17]4[CH2:22][CH2:21][O:20][CH2:19][CH2:18]4)=[N:13][C:12]([C:23]4[CH:24]=[N:25][C:26]([NH2:29])=[N:27][CH:28]=4)=[N:11][C:10]=3[CH:9]=2)[CH:5]=[CH:4][N:3]=1.[NH:30]1[CH2:35][CH2:34][CH2:33][CH:32]([OH:36])[CH2:31]1.